Predict the reaction yield, written as a fraction of the theoretical maximum amount of product (1.0 means a 100% yield; for example, 0.34 means a 34% yield). From a dataset of Reaction yield outcomes from USPTO patents with 853,638 reactions. The product is [CH3:13][O:12][C:11]1[CH:10]=[CH:9][C:8]2[NH:7][C:6](=[O:14])[C:5]3[S:15][CH:16]=[CH:17][C:4]=3[C:3]=2[C:2]=1[C:26]1[CH:27]=[CH:28][C:29]([C@H:32]([CH3:42])[CH2:33][NH:34][C:35](=[O:41])[O:36][C:37]([CH3:39])([CH3:38])[CH3:40])=[CH:30][CH:31]=1. The yield is 0.320. No catalyst specified. The reactants are Br[C:2]1[C:3]2[C:4]3[CH:17]=[CH:16][S:15][C:5]=3[C:6](=[O:14])[NH:7][C:8]=2[CH:9]=[CH:10][C:11]=1[O:12][CH3:13].CC1(C)C(C)(C)OB([C:26]2[CH:31]=[CH:30][C:29]([C@H:32]([CH3:42])[CH2:33][NH:34][C:35](=[O:41])[O:36][C:37]([CH3:40])([CH3:39])[CH3:38])=[CH:28][CH:27]=2)O1.